Dataset: Reaction yield outcomes from USPTO patents with 853,638 reactions. Task: Predict the reaction yield, written as a fraction of the theoretical maximum amount of product (1.0 means a 100% yield; for example, 0.34 means a 34% yield). (1) The reactants are [CH3:1][Si:2]([CH3:44])([CH3:43])[CH2:3][CH2:4][O:5][C:6](=[O:42])[CH:7]([CH2:33][CH:34]=[CH:35][CH2:36][P:37]([OH:41])([O:39][CH3:40])=[O:38])[CH2:8][C:9]([CH3:32])=[CH:10][CH2:11][C:12]1[C:13]([O:25][CH2:26][CH2:27][Si:28]([CH3:31])([CH3:30])[CH3:29])=[C:14]2[C:18](=[C:19]([CH3:23])[C:20]=1[O:21][CH3:22])[CH2:17][O:16][C:15]2=[O:24].C1CN([P+](ON2N=NC3C=CC=CC2=3)(N2CCCC2)N2CCCC2)CC1.F[P-](F)(F)(F)(F)F.[C:78]([O:83][CH2:84][CH3:85])(=[O:82])[C@H:79]([CH3:81])O.CCN(C(C)C)C(C)C. The catalyst is CN(C=O)C. The product is [CH3:44][Si:2]([CH3:43])([CH3:1])[CH2:3][CH2:4][O:5][C:6](=[O:42])[CH:7]([CH2:33][CH:34]=[CH:35][CH2:36][P:37]([O:41][CH:79]([C:78]([O:83][CH2:84][CH3:85])=[O:82])[CH3:81])([O:39][CH3:40])=[O:38])[CH2:8][C:9]([CH3:32])=[CH:10][CH2:11][C:12]1[C:13]([O:25][CH2:26][CH2:27][Si:28]([CH3:31])([CH3:30])[CH3:29])=[C:14]2[C:18](=[C:19]([CH3:23])[C:20]=1[O:21][CH3:22])[CH2:17][O:16][C:15]2=[O:24]. The yield is 0.740. (2) The reactants are [CH:1]([C@H:14]1[O:19][CH2:18][C@@H:17]([NH2:20])[CH2:16][CH2:15]1)([C:8]1[CH:13]=[CH:12][CH:11]=[CH:10][CH:9]=1)[C:2]1[CH:7]=[CH:6][CH:5]=[CH:4][CH:3]=1.[CH3:21][O:22][C:23]1[CH:30]=[CH:29][C:26]([CH:27]=O)=[CH:25][CH:24]=1.C(O)(=O)C.[BH3-]C#N.[Na+]. The catalyst is ClCCCl.CO. The product is [CH:1]([C@H:14]1[O:19][CH2:18][C@@H:17]([NH:20][CH2:27][C:26]2[CH:29]=[CH:30][C:23]([O:22][CH3:21])=[CH:24][CH:25]=2)[CH2:16][CH2:15]1)([C:8]1[CH:13]=[CH:12][CH:11]=[CH:10][CH:9]=1)[C:2]1[CH:3]=[CH:4][CH:5]=[CH:6][CH:7]=1. The yield is 0.780. (3) The reactants are N[C:2]1[CH:3]=[C:4]([NH:17][C:18](=[O:20])[CH3:19])[CH:5]=[CH:6][C:7]=1[C:8]([CH3:16])([CH3:15])[CH2:9][O:10][CH2:11][CH2:12][O:13][CH3:14].N([O-])=[O:22].[Na+]. The catalyst is OS(O)(=O)=O. The product is [OH:22][C:2]1[CH:3]=[C:4]([NH:17][C:18](=[O:20])[CH3:19])[CH:5]=[CH:6][C:7]=1[C:8]([CH3:16])([CH3:15])[CH2:9][O:10][CH2:11][CH2:12][O:13][CH3:14]. The yield is 0.380. (4) The reactants are [CH:1]([C:4]1[CH:9]=[C:8]([CH:10]([CH3:12])[CH3:11])[C:7]([S:13]([C:16]2[CH:21]=[CH:20][CH:19]=[CH:18][CH:17]=2)(=[O:15])=[O:14])=[CH:6][C:5]=1[S:22](Cl)(=[O:24])=[O:23])([CH3:3])[CH3:2].[O:26]1[CH2:31][CH2:30][CH:29]([CH2:32][CH2:33][NH2:34])[CH2:28][CH2:27]1. No catalyst specified. The product is [CH:1]([C:4]1[CH:9]=[C:8]([CH:10]([CH3:12])[CH3:11])[C:7]([S:13]([C:16]2[CH:21]=[CH:20][CH:19]=[CH:18][CH:17]=2)(=[O:15])=[O:14])=[CH:6][C:5]=1[S:22]([NH:34][CH2:33][CH2:32][CH:29]1[CH2:30][CH2:31][O:26][CH2:27][CH2:28]1)(=[O:24])=[O:23])([CH3:3])[CH3:2]. The yield is 0.910. (5) The reactants are [F:1][C:2]1([F:13])[O:6][C:5]2[CH:7]=[C:8]([F:12])[C:9]([NH2:11])=[CH:10][C:4]=2[O:3]1.[N:14]([O-])=O.[Na+].[CH3:18][O:19][CH2:20][C:21](=[O:27])[CH2:22][C:23]([O:25][CH3:26])=[O:24].CC([O-])=O.[Na+]. The catalyst is Cl.O.CCO. The product is [CH3:18][O:19][CH2:20][C:21](=[O:27])[C:22](=[N:14][NH:11][C:9]1[C:8]([F:12])=[CH:7][C:5]2[O:6][C:2]([F:1])([F:13])[O:3][C:4]=2[CH:10]=1)[C:23]([O:25][CH3:26])=[O:24]. The yield is 0.700.